The task is: Predict the product of the given reaction.. This data is from Forward reaction prediction with 1.9M reactions from USPTO patents (1976-2016). (1) Given the reactants C1OCCOCCOCCOCCOCCOC1.CC(C)([O-])C.[K+].[Cl:25][C:26]1[CH:31]=[CH:30][C:29]([C:32]2[N:33]=[CH:34][CH:35]=[C:36]3[C:40]([CH2:41][O:42][CH2:43][CH3:44])=[C:39]([CH3:45])[NH:38][C:37]=23)=[CH:28][CH:27]=1.[CH2:46](Br)[C:47]1[CH:52]=[CH:51][CH:50]=[CH:49][CH:48]=1, predict the reaction product. The product is: [ClH:25].[CH2:46]([N:38]1[C:37]2=[C:32]([C:29]3[CH:28]=[CH:27][C:26]([Cl:25])=[CH:31][CH:30]=3)[N:33]=[CH:34][CH:35]=[C:36]2[C:40]([CH2:41][O:42][CH2:43][CH3:44])=[C:39]1[CH3:45])[C:47]1[CH:52]=[CH:51][CH:50]=[CH:49][CH:48]=1. (2) Given the reactants [CH2:1]([O:8][CH2:9][C@@H:10]([O:15][CH3:16])[CH2:11][CH2:12][CH:13]=O)[C:2]1[CH:7]=[CH:6][CH:5]=[CH:4][CH:3]=1.[CH2:17]([NH2:19])[CH3:18].Cl.[C-:21]#[N:22].[Na+].[CH3:24][C:25]([O:28][C:29]([O:31]C(OC(C)(C)C)=O)=O)([CH3:27])[CH3:26], predict the reaction product. The product is: [C:25]([O:28][C:29](=[O:31])[N:19]([CH:13]([C:21]#[N:22])[CH2:12][CH2:11][C@H:10]([O:15][CH3:16])[CH2:9][O:8][CH2:1][C:2]1[CH:7]=[CH:6][CH:5]=[CH:4][CH:3]=1)[CH2:17][CH3:18])([CH3:27])([CH3:26])[CH3:24]. (3) Given the reactants [Cl:1][C:2]1[CH:31]=[CH:30][C:5]2[NH:6][C:7](=[O:29])[CH:8]([CH2:20][C:21]3[CH:26]=[CH:25][C:24]([F:27])=[CH:23][C:22]=3[Cl:28])[N:9]=[C:10]([C:11]3[CH:16]=[CH:15][C:14]([O:17]C)=[C:13]([CH3:19])[CH:12]=3)[C:4]=2[CH:3]=1.B(Br)(Br)Br, predict the reaction product. The product is: [Cl:1][C:2]1[CH:31]=[CH:30][C:5]2[NH:6][C:7](=[O:29])[CH:8]([CH2:20][C:21]3[CH:26]=[CH:25][C:24]([F:27])=[CH:23][C:22]=3[Cl:28])[N:9]=[C:10]([C:11]3[CH:16]=[CH:15][C:14]([OH:17])=[C:13]([CH3:19])[CH:12]=3)[C:4]=2[CH:3]=1. (4) Given the reactants Br.[N:2]1[CH:7]=[CH:6][CH:5]=[C:4]([O:8][C:9]2[CH:14]=[CH:13][C:12]([C:15]3[O:19][C:18]([NH2:20])=[N:17][N:16]=3)=[CH:11][CH:10]=2)[CH:3]=1.[F:21][C:22]([F:34])([F:33])[O:23][C:24]1[CH:32]=[CH:31][CH:30]=[CH:29][C:25]=1[C:26](Cl)=[O:27], predict the reaction product. The product is: [N:2]1[CH:7]=[CH:6][CH:5]=[C:4]([O:8][C:9]2[CH:10]=[CH:11][C:12]([C:15]3[O:19][C:18]([NH:20][C:26](=[O:27])[C:25]4[CH:29]=[CH:30][CH:31]=[CH:32][C:24]=4[O:23][C:22]([F:21])([F:33])[F:34])=[N:17][N:16]=3)=[CH:13][CH:14]=2)[CH:3]=1. (5) The product is: [Br:1][C:2]1[CH:3]=[N:4][C:5]2[N:6]([N:8]=[C:9]([C:11]([N:20]3[CH2:19][CH2:18][N:17]4[C:21]([C:24]5[S:25][CH:26]=[CH:27][CH:28]=5)=[CH:22][CH:23]=[C:16]4[CH:15]3[CH3:14])=[O:13])[CH:10]=2)[CH:7]=1. Given the reactants [Br:1][C:2]1[CH:3]=[N:4][C:5]2[N:6]([N:8]=[C:9]([C:11]([OH:13])=O)[CH:10]=2)[CH:7]=1.[CH3:14][CH:15]1[NH:20][CH2:19][CH2:18][N:17]2[C:21]([C:24]3[S:25][CH:26]=[CH:27][CH:28]=3)=[CH:22][CH:23]=[C:16]12, predict the reaction product.